This data is from Full USPTO retrosynthesis dataset with 1.9M reactions from patents (1976-2016). The task is: Predict the reactants needed to synthesize the given product. (1) Given the product [OH:38][C@@H:36]([CH3:37])[C:34]([NH:1][C@H:2]1[CH2:7][CH2:6][C@H:5]([NH:8][C:9]([C:11]2[C:15]3[N:16]=[CH:17][N:18]=[C:19]([C:20]4[CH:25]=[CH:24][C:23]([O:26][CH3:27])=[CH:22][C:21]=4[O:28][CH2:29][CH2:30][O:31][CH3:32])[C:14]=3[NH:13][CH:12]=2)=[O:10])[CH2:4][CH2:3]1)=[O:35], predict the reactants needed to synthesize it. The reactants are: [NH2:1][C@H:2]1[CH2:7][CH2:6][C@H:5]([NH:8][C:9]([C:11]2[C:15]3[N:16]=[CH:17][N:18]=[C:19]([C:20]4[CH:25]=[CH:24][C:23]([O:26][CH3:27])=[CH:22][C:21]=4[O:28][CH2:29][CH2:30][O:31][CH3:32])[C:14]=3[NH:13][CH:12]=2)=[O:10])[CH2:4][CH2:3]1.Cl[C:34]([C@@H:36]([O:38]C(=O)C)[CH3:37])=[O:35]. (2) Given the product [CH2:1]([C:5]1[N:6]=[C:7]([C:21]2[CH:26]=[CH:25][C:24]([C:27]([F:30])([F:29])[F:28])=[CH:23][CH:22]=2)[S:8][C:9]=1[CH2:10][O:11][C:12]1[CH:17]=[CH:16][C:15]([CH2:18][C:42]#[N:44])=[C:14]([Cl:20])[CH:13]=1)[CH2:2][CH2:3][CH3:4], predict the reactants needed to synthesize it. The reactants are: [CH2:1]([C:5]1[N:6]=[C:7]([C:21]2[CH:26]=[CH:25][C:24]([C:27]([F:30])([F:29])[F:28])=[CH:23][CH:22]=2)[S:8][C:9]=1[CH2:10][O:11][C:12]1[CH:17]=[CH:16][C:15]([CH2:18]Cl)=[C:14]([Cl:20])[CH:13]=1)[CH2:2][CH2:3][CH3:4].C([O-])(O)=O.[Na+].C(OCC)(=O)C.[C:42](#[N:44])C. (3) Given the product [CH2:25]([C:24]1[N:17]([CH2:18][CH2:19][CH2:20][CH2:21][CH3:22])[C:13]2[CH:14]=[CH:15][C:16]3[C:11]([C:12]=2[CH:23]=1)=[CH:10][CH:9]=[C:8]1[C:7]=3[CH:1]=[C:2]([CH2:3][CH2:4][CH2:5][CH3:6])[N:29]1[CH2:30][CH2:31][CH2:32][CH2:33][CH3:34])[CH2:26][CH2:27][CH3:28], predict the reactants needed to synthesize it. The reactants are: [C:1]([C:7]1[C:16]2[C:11](=[C:12]([C:23]#[C:24][CH2:25][CH2:26][CH2:27][CH3:28])[C:13]([NH:17][CH2:18][CH2:19][CH2:20][CH2:21][CH3:22])=[CH:14][CH:15]=2)[CH:10]=[CH:9][C:8]=1[NH:29][CH2:30][CH2:31][CH2:32][CH2:33][CH3:34])#[C:2][CH2:3][CH2:4][CH2:5][CH3:6].[OH-].[K+]. (4) Given the product [CH2:22]([O:21][CH2:20][C:15]([CH2:14][O:13][CH2:1][CH2:2][CH2:3][CH2:4][CH2:5][CH2:6][CH2:7][CH2:8][CH2:9][CH2:10][CH2:11][CH3:12])([CH:16]=[O:17])[CH:18]=[O:19])[CH2:23][CH2:24][CH2:25][CH2:26][CH2:27][CH2:28][CH2:29][CH2:30][CH2:31][CH2:32][CH3:33], predict the reactants needed to synthesize it. The reactants are: [CH2:1]([O:13][CH2:14][C:15]([CH2:20][O:21][CH2:22][CH2:23][CH2:24][CH2:25][CH2:26][CH2:27][CH2:28][CH2:29][CH2:30][CH2:31][CH2:32][CH3:33])([CH2:18][OH:19])[CH2:16][OH:17])[CH2:2][CH2:3][CH2:4][CH2:5][CH2:6][CH2:7][CH2:8][CH2:9][CH2:10][CH2:11][CH3:12].CS(C)=O.C(Cl)(=O)C(Cl)=O. (5) Given the product [Cl:12][C:4]1[C:3]([CH2:2][C:13]#[N:14])=[CH:11][CH:10]=[CH:9][C:5]=1[C:6]([OH:8])=[O:7], predict the reactants needed to synthesize it. The reactants are: Br[CH2:2][C:3]1[C:4]([Cl:12])=[C:5]([CH:9]=[CH:10][CH:11]=1)[C:6]([OH:8])=[O:7].[C-:13]#[N:14].[K+].Cl.C#N.